This data is from Blood-brain barrier penetration binary classification data from Martins et al.. The task is: Regression/Classification. Given a drug SMILES string, predict its absorption, distribution, metabolism, or excretion properties. Task type varies by dataset: regression for continuous measurements (e.g., permeability, clearance, half-life) or binary classification for categorical outcomes (e.g., BBB penetration, CYP inhibition). Dataset: bbb_martins. (1) The drug is CC1CC2C3CC(F)(F)C4=CC(=O)C=C[C@]4(C)C3(F)C(O)CC2(C)C1(O)C(=O)CO. The result is 1 (penetrates BBB). (2) The molecule is O=C1CCc2ccc(OCCCCN3CCN(c4cccc(Cl)c4Cl)CC3)cc2N1. The result is 1 (penetrates BBB). (3) The compound is CC1(C)S[C@@H]2[C@H](NC(=O)CCC[C@@H](N)C(=O)O)C(=O)N2[C@H]1C(=O)O. The result is 0 (does not penetrate BBB). (4) The drug is OC(CCN1CCCCC1)(c1ccccc1)C1CC2C=CC1C2. The result is 1 (penetrates BBB). (5) The drug is CC(=O)N1CCN(C(=O)Cc2ccc(Cl)c(Cl)c2)[C@@H](CN2CC[C@@H](O)C2)C1. The result is 0 (does not penetrate BBB).